This data is from Full USPTO retrosynthesis dataset with 1.9M reactions from patents (1976-2016). The task is: Predict the reactants needed to synthesize the given product. (1) Given the product [Cl:19][C:4]1[C:3]2[CH:7]=[CH:8][CH:9]=[CH:10][C:2]=2[N:1]=[C:12]2[CH2:13][CH2:14][CH2:15][C:11]=12, predict the reactants needed to synthesize it. The reactants are: [NH2:1][C:2]1[CH:10]=[CH:9][CH:8]=[CH:7][C:3]=1[C:4](O)=O.[C:11]1(=O)[CH2:15][CH2:14][CH2:13][CH2:12]1.O=P(Cl)(Cl)[Cl:19]. (2) Given the product [CH:25]([S:26]([NH:1][C:2]1[CH:3]=[C:4]([C:13]([O:15][CH3:16])=[O:14])[CH:5]=[C:6]2[C:10]=1[NH:9][CH:8]=[C:7]2[CH2:11][CH3:12])(=[O:28])=[O:27])=[CH2:24], predict the reactants needed to synthesize it. The reactants are: [NH2:1][C:2]1[CH:3]=[C:4]([C:13]([O:15][CH3:16])=[O:14])[CH:5]=[C:6]2[C:10]=1[NH:9][CH:8]=[C:7]2[CH2:11][CH3:12].N1C=CC=CC=1.Cl[CH2:24][CH2:25][S:26](Cl)(=[O:28])=[O:27]. (3) Given the product [NH2:3][C:4]1[C:8]2[CH2:9][NH:10][CH2:11][CH2:12][C:7]=2[N:6]([C:13]2[CH:14]=[CH:15][C:16]([O:19][C:20]3[CH:25]=[CH:24][CH:23]=[CH:22][CH:21]=3)=[CH:17][CH:18]=2)[C:5]=1[C:26]([NH2:27])=[O:29], predict the reactants needed to synthesize it. The reactants are: Cl.Cl.[NH2:3][C:4]1[C:8]2[CH2:9][NH:10][CH2:11][CH2:12][C:7]=2[N:6]([C:13]2[CH:18]=[CH:17][C:16]([O:19][C:20]3[CH:25]=[CH:24][CH:23]=[CH:22][CH:21]=3)=[CH:15][CH:14]=2)[C:5]=1[C:26]#[N:27].C([O-])(O)=[O:29].[Na+]. (4) Given the product [CH3:14][C:9]([NH:8][C:6](=[O:7])[O:5][C:2]([CH3:1])([CH3:3])[CH3:4])([CH3:10])[C:11]([NH:61][C:58]1[CH:57]=[CH:56][C:55]([O:54][C:50]2[CH:51]=[CH:52][CH:53]=[C:48]([O:47][CH3:46])[CH:49]=2)=[CH:60][CH:59]=1)=[O:13], predict the reactants needed to synthesize it. The reactants are: [CH3:1][C:2]([O:5][C:6]([NH:8][C:9]([CH3:14])([C:11]([OH:13])=O)[CH3:10])=[O:7])([CH3:4])[CH3:3].CCN(C(C)C)C(C)C.CN(C(ON1N=NC2C=CC=CC1=2)=[N+](C)C)C.[B-](F)(F)(F)F.[CH3:46][O:47][C:48]1[CH:49]=[C:50]([O:54][C:55]2[CH:60]=[CH:59][C:58]([NH2:61])=[CH:57][CH:56]=2)[CH:51]=[CH:52][CH:53]=1.